Dataset: hERG Central: cardiac toxicity at 1µM, 10µM, and general inhibition. Task: Predict hERG channel inhibition at various concentrations. (1) The drug is Cn1c(=O)n(CC(=O)N2CCN(c3nnc(-c4ccccc4)c4ccccc34)CC2)c2ccccc21. Results: hERG_inhib (hERG inhibition (general)): blocker. (2) The drug is CCOC(=O)C1(CCc2ccccc2)CCN(Cc2cccc3c2OCO3)CC1. Results: hERG_inhib (hERG inhibition (general)): blocker. (3) The molecule is CC1CCCN(CCOCCOc2ccc(Cl)cc2Br)C1.O=C(O)C(=O)O. Results: hERG_inhib (hERG inhibition (general)): blocker. (4) The molecule is CCN(C(=O)COC(=O)c1ccc(C)c(S(=O)(=O)N2CCCCC2)c1)C1CCS(=O)(=O)C1. Results: hERG_inhib (hERG inhibition (general)): blocker. (5) The molecule is O=C(CCCn1ncn2c(cc3occc32)c1=O)NCc1cccc(Cl)c1. Results: hERG_inhib (hERG inhibition (general)): blocker. (6) The drug is COc1cc(CN2CCC(n3nccc3NC(=O)CCCc3ccccc3)CC2)ccc1F. Results: hERG_inhib (hERG inhibition (general)): blocker. (7) The compound is CC(Oc1cccc(Cl)c1)C(=O)Nc1ccc([N+](=O)[O-])cn1. Results: hERG_inhib (hERG inhibition (general)): blocker.